This data is from Reaction yield outcomes from USPTO patents with 853,638 reactions. The task is: Predict the reaction yield, written as a fraction of the theoretical maximum amount of product (1.0 means a 100% yield; for example, 0.34 means a 34% yield). (1) The reactants are CC(OC([NH:8][C@@H:9]([CH2:14][CH2:15][C:16](=O)[C:17]1[CH:22]=[CH:21][C:20]([O:23][CH2:24][C:25]2[CH:30]=[CH:29][CH:28]=[CH:27][CH:26]=2)=[CH:19][CH:18]=1)[C:10]([O:12][CH3:13])=[O:11])=O)(C)C.FC(F)(F)C(O)=O. The catalyst is C(Cl)Cl. The product is [C:25]1([CH2:24][O:23][C:20]2[CH:21]=[CH:22][C:17]([C:16]3[CH2:15][CH2:14][C@@H:9]([C:10]([O:12][CH3:13])=[O:11])[N:8]=3)=[CH:18][CH:19]=2)[CH:30]=[CH:29][CH:28]=[CH:27][CH:26]=1. The yield is 0.910. (2) The reactants are Br[C:2]1[CH:7]=[CH:6][C:5]([C:8]2[CH:13]=[CH:12][C:11]([Br:14])=[CH:10][CH:9]=2)=[CH:4][CH:3]=1.[CH3:15][C@H:16]1[CH2:18][O:17]1.[Cl-].[NH4+]. The catalyst is O1CCCC1. The product is [Br:14][C:11]1[CH:12]=[CH:13][C:8]([C:5]2[CH:6]=[CH:7][C:2]([CH2:15][C@@H:16]([OH:17])[CH3:18])=[CH:3][CH:4]=2)=[CH:9][CH:10]=1. The yield is 0.390. (3) The reactants are [Si]([O:8][CH:9]([C:13]1[S:14][C:15]([C:18]2[N:23]=[C:22]([NH:24][C:25]3[CH:29]=[C:28]([CH:30]4[CH2:32][CH2:31]4)[NH:27][N:26]=3)[C:21]([Cl:33])=[CH:20][N:19]=2)=[CH:16][CH:17]=1)[C:10]([OH:12])=[O:11])(C(C)(C)C)(C)C.CCN(CC)CC. The catalyst is O1CCCC1.C(OCC)(=O)C. The product is [Cl:33][C:21]1[C:22]([NH:24][C:25]2[CH:29]=[C:28]([CH:30]3[CH2:32][CH2:31]3)[NH:27][N:26]=2)=[N:23][C:18]([C:15]2[S:14][C:13]([CH:9]([OH:8])[C:10]([OH:12])=[O:11])=[CH:17][CH:16]=2)=[N:19][CH:20]=1. The yield is 0.646.